This data is from Forward reaction prediction with 1.9M reactions from USPTO patents (1976-2016). The task is: Predict the product of the given reaction. (1) Given the reactants [CH2:1]([O:3][C:4]([C:6]1[N:7]=[C:8]([SH:11])[NH:9][CH:10]=1)=[O:5])[CH3:2].C(=O)([O-])[O-].[K+].[K+].[C:18]([C:20]1[CH:29]=[CH:28][C:23]([C:24](=[O:27])[CH2:25]Br)=[CH:22][C:21]=1[F:30])#[N:19], predict the reaction product. The product is: [C:18]([C:20]1[CH:29]=[CH:28][C:23]([C:24](=[O:27])[CH2:25][S:11][C:8]2[NH:7][C:6]([C:4]([O:3][CH2:1][CH3:2])=[O:5])=[CH:10][N:9]=2)=[CH:22][C:21]=1[F:30])#[N:19]. (2) Given the reactants [NH2:1][C:2]1[CH:3]=[C:4]([C:15]2[O:19][N:18]=[C:17]([C:20]3[CH:29]=[CH:28][C:23]([C:24]([O:26][CH3:27])=[O:25])=[C:22]([F:30])[CH:21]=3)[N:16]=2)[CH:5]=[CH:6][C:7]=1[N:8]1[CH2:13][CH2:12][CH2:11][CH2:10][CH:9]1[CH3:14].[C:31](Cl)(=[O:34])[CH2:32][CH3:33], predict the reaction product. The product is: [C:31]([NH:1][C:2]1[CH:3]=[C:4]([C:15]2[O:19][N:18]=[C:17]([C:20]3[CH:29]=[CH:28][C:23]([C:24]([O:26][CH3:27])=[O:25])=[C:22]([F:30])[CH:21]=3)[N:16]=2)[CH:5]=[CH:6][C:7]=1[N:8]1[CH2:13][CH2:12][CH2:11][CH2:10][CH:9]1[CH3:14])(=[O:34])[CH2:32][CH3:33]. (3) Given the reactants Br[CH:2]1[C:7](=O)[CH2:6][CH2:5][CH2:4][CH:3]1[C:9]([O:11][CH3:12])=[O:10].[C:13]([NH2:16])(=[S:15])[CH3:14], predict the reaction product. The product is: [CH3:14][C:13]1[S:15][C:2]2[CH:3]([C:9]([O:11][CH3:12])=[O:10])[CH2:4][CH2:5][CH2:6][C:7]=2[N:16]=1. (4) Given the reactants [C:1]1([CH3:13])[CH:6]=[C:5]([CH3:7])[CH:4]=[C:3]([CH3:8])[C:2]=1[CH2:9][C:10]([OH:12])=O.C(Cl)(=O)C(Cl)=O.C([O-])([O-])=O.[Cs+].[Cs+].OC(C(F)(F)F)=O.[NH:33]1[CH2:37][CH2:36][C:35]([C:38]2[CH:43]=[CH:42][C:41]([NH:44][S:45]([CH3:48])(=[O:47])=[O:46])=[CH:40][CH:39]=2)=[N:34]1, predict the reaction product. The product is: [CH3:8][C:3]1[CH:4]=[C:5]([CH3:7])[CH:6]=[C:1]([CH3:13])[C:2]=1[CH2:9][C:10]([N:33]1[CH2:37][CH2:36][C:35]([C:38]2[CH:39]=[CH:40][C:41]([NH:44][S:45]([CH3:48])(=[O:47])=[O:46])=[CH:42][CH:43]=2)=[N:34]1)=[O:12]. (5) Given the reactants [NH2:1][C:2]1[N:3]=[CH:4][C:5]2[CH2:11][N:10]([CH:12]3[C:17](=[O:18])[N:16]([C:19]4[CH:24]=[CH:23][C:22]([NH:25]C(=O)OC(C)(C)C)=[CH:21][CH:20]=4)[CH2:15][CH:14]=[C:13]3[CH3:33])[CH2:9][CH2:8][C:6]=2[N:7]=1.C(O)(C(F)(F)F)=O.C([O-])(O)=O.[Na+], predict the reaction product. The product is: [NH2:1][C:2]1[N:3]=[CH:4][C:5]2[CH2:11][N:10]([C:12]3[C:17](=[O:18])[N:16]([C:19]4[CH:20]=[CH:21][C:22]([NH2:25])=[CH:23][CH:24]=4)[CH:15]=[CH:14][C:13]=3[CH3:33])[CH2:9][CH2:8][C:6]=2[N:7]=1. (6) The product is: [CH2:10]([C:17]1[C:18]2[N:19]([C:29]([O:38][CH2:40][C:41]3[CH:42]=[CH:43][C:44]([B:47]4[O:48][C:49]([CH3:55])([CH3:54])[C:50]([CH3:53])([CH3:52])[O:51]4)=[CH:45][CH:46]=3)=[C:30]([CH2:32][C:33]3[O:34][CH:35]=[CH:36][CH:37]=3)[N:31]=2)[CH:20]=[C:21]([C:23]2[CH:28]=[CH:27][CH:26]=[CH:25][CH:24]=2)[N:22]=1)[C:11]1[CH:12]=[CH:13][CH:14]=[CH:15][CH:16]=1. Given the reactants N1C=CN2C=CN=CC=12.[CH2:10]([C:17]1[NH:22][C:21]([C:23]2[CH:28]=[CH:27][CH:26]=[CH:25][CH:24]=2)=[CH:20][N:19]2[C:29](=[O:38])[C:30]([CH2:32][C:33]3[O:34][CH:35]=[CH:36][CH:37]=3)=[N:31][C:18]=12)[C:11]1[CH:16]=[CH:15][CH:14]=[CH:13][CH:12]=1.Br[CH2:40][C:41]1[CH:46]=[CH:45][C:44]([B:47]2[O:51][C:50]([CH3:53])([CH3:52])[C:49]([CH3:55])([CH3:54])[O:48]2)=[CH:43][CH:42]=1.C(=O)([O-])[O-].[K+].[K+].[I-].[K+], predict the reaction product. (7) Given the reactants [Cl:1][CH2:2][C:3]([NH:5][C:6]1[N:10]([CH:11]2[CH2:15][CH2:14][CH2:13][CH2:12]2)[N:9]=[N:8][C:7]=1[C:16]([NH2:18])=[O:17])=O, predict the reaction product. The product is: [Cl:1][CH2:2][C:3]1[NH:18][C:16](=[O:17])[C:7]2[N:8]=[N:9][N:10]([CH:11]3[CH2:15][CH2:14][CH2:13][CH2:12]3)[C:6]=2[N:5]=1. (8) Given the reactants [CH2:1]([O:8][C:9]1[CH:14]=[CH:13][C:12]([C@H:15]2[CH2:20][CH2:19][N:18](C(OC(C)(C)C)=O)[CH2:17][C@H:16]2[F:28])=[CH:11][CH:10]=1)[C:2]1[CH:7]=[CH:6][CH:5]=[CH:4][CH:3]=1.C(O)(C(F)(F)F)=O, predict the reaction product. The product is: [CH2:1]([O:8][C:9]1[CH:14]=[CH:13][C:12]([C@H:15]2[CH2:20][CH2:19][NH:18][CH2:17][C@H:16]2[F:28])=[CH:11][CH:10]=1)[C:2]1[CH:3]=[CH:4][CH:5]=[CH:6][CH:7]=1.